Dataset: Full USPTO retrosynthesis dataset with 1.9M reactions from patents (1976-2016). Task: Predict the reactants needed to synthesize the given product. (1) Given the product [NH2:12][C:6]1[CH:7]=[N:8][C:9]2[C:4]([C:5]=1[CH2:15][C:16]1[CH:17]=[CH:18][C:19]([C:22]([CH3:25])([CH3:26])[C:23]#[N:24])=[CH:20][CH:21]=1)=[CH:3][C:2]([Br:1])=[CH:11][CH:10]=2, predict the reactants needed to synthesize it. The reactants are: [Br:1][C:2]1[CH:3]=[C:4]2[C:9](=[CH:10][CH:11]=1)[N:8]=[CH:7][C:6]([N+:12]([O-])=O)=[C:5]2[CH:15](SC1C=CC=CC=1)[C:16]1[CH:21]=[CH:20][C:19]([C:22]([CH3:26])([CH3:25])[C:23]#[N:24])=[CH:18][CH:17]=1. (2) Given the product [NH2:1][C:2]1[N:7]([C:8]2[C:13]([F:14])=[CH:12][C:11]([O:15][CH2:16][CH2:17][CH2:18][CH2:19][CH2:20][NH:42][C@H:41]([C:40]([O:39][CH:34]3[CH2:35][CH2:36][CH2:37][CH2:38]3)=[O:47])[CH2:43][CH:44]([CH3:46])[CH3:45])=[CH:10][C:9]=2[F:22])[C:6](=[O:23])[CH:5]=[CH:4][C:3]=1[C:24](=[O:33])[C:25]1[CH:30]=[CH:29][C:28]([F:31])=[CH:27][C:26]=1[F:32], predict the reactants needed to synthesize it. The reactants are: [NH2:1][C:2]1[N:7]([C:8]2[C:13]([F:14])=[CH:12][C:11]([O:15][CH2:16][CH2:17][CH2:18][CH2:19][CH2:20]Cl)=[CH:10][C:9]=2[F:22])[C:6](=[O:23])[CH:5]=[CH:4][C:3]=1[C:24](=[O:33])[C:25]1[CH:30]=[CH:29][C:28]([F:31])=[CH:27][C:26]=1[F:32].[CH:34]1([O:39][C:40](=[O:47])[C@H:41]([CH2:43][CH:44]([CH3:46])[CH3:45])[NH2:42])[CH2:38][CH2:37][CH2:36][CH2:35]1.[I-].[Na+].C(N(CC)C(C)C)(C)C.